Dataset: Full USPTO retrosynthesis dataset with 1.9M reactions from patents (1976-2016). Task: Predict the reactants needed to synthesize the given product. (1) Given the product [CH3:1][O:2][C:3]([C@@H:5]1[CH2:9][C@@H:8]([S:10]([C:13]2[CH:18]=[CH:17][CH:16]=[CH:15][C:14]=2[Cl:33])(=[O:12])=[O:11])[CH2:7][NH:6]1)=[O:4], predict the reactants needed to synthesize it. The reactants are: [CH3:1][O:2][C:3]([C@@H:5]1[CH2:9][C@@H:8]([S:10]([C:13]2[CH:18]=[CH:17][CH:16]=[CH:15][CH:14]=2)(=[O:12])=[O:11])[CH2:7][N:6]1C(OC(C)(C)C)=O)=[O:4].FC(F)(F)C(O)=O.[Cl:33]CCl. (2) Given the product [OH:1][C@:2]1([CH2:9][NH:10][C:11]([C:13]2[C:14]3[CH:15]=[CH:16][C:17]([N:39]4[CH2:40][CH2:41][CH:37]([CH:35]([OH:34])[CH3:36])[CH2:38]4)=[N:18][C:19]=3[CH:20]=[CH:21][C:22]=2[Cl:23])=[O:12])[CH2:7][CH2:6][CH2:5][C@@H:4]([CH3:8])[CH2:3]1, predict the reactants needed to synthesize it. The reactants are: [OH:1][C@:2]1([CH2:9][NH:10][C:11]([C:13]2[C:14]3[CH:15]=[CH:16][C:17](Cl)=[N:18][C:19]=3[CH:20]=[CH:21][C:22]=2[Cl:23])=[O:12])[CH2:7][CH2:6][CH2:5][C@@H:4]([CH3:8])[CH2:3]1.CCN(C(C)C)C(C)C.[OH:34][CH:35]([CH:37]1[CH2:41][CH2:40][NH:39][CH2:38]1)[CH3:36]. (3) The reactants are: C1(=O)NC(=[O:6])C2=CC=CC=C12.[NH:12]1[C:16]2[CH:17]=[CH:18][CH:19]=[CH:20][C:15]=2[N:14]=[C:13]1[S:21][CH2:22][C:23]1[CH:28]=[C:27]([F:29])[CH:26]=[CH:25][C:24]=1[NH2:30]. Given the product [NH:12]1[C:16]2[CH:17]=[CH:18][CH:19]=[CH:20][C:15]=2[N:14]=[C:13]1[S:21]([CH2:22][C:23]1[CH:28]=[C:27]([F:29])[CH:26]=[CH:25][C:24]=1[NH2:30])=[O:6], predict the reactants needed to synthesize it. (4) Given the product [Br:1][C:2]1[CH:7]=[C:6]([O:8][CH2:13][C:12]#[CH:11])[C:5]([F:9])=[C:4]([F:10])[CH:3]=1, predict the reactants needed to synthesize it. The reactants are: [Br:1][C:2]1[CH:3]=[C:4]([F:10])[C:5]([F:9])=[C:6]([OH:8])[CH:7]=1.[CH2:11](Br)[C:12]#[CH:13].C(=O)([O-])[O-].[K+].[K+]. (5) Given the product [C:30]([O:32][C:16]1[CH:15]=[CH:14][C:13]2[C:12]3[C:11](=[CH:10][C:9]([O:29][C:30](=[O:32])[CH3:31])=[CH:21][CH:25]=3)[CH:19]([CH3:20])[C:18]=2[CH:17]=1)(=[O:29])[CH3:31], predict the reactants needed to synthesize it. The reactants are: S(=O)(=O)(O)O.C([C:9]1[CH:21]=[CH:20][C:19]2[C:18]3[C:13](=[CH:14][C:15](C(=O)C)=[CH:16][CH:17]=3)[CH:12]([CH3:25])[C:11]=2[CH:10]=1)(=O)C.C([O:29][C:30](=[O:32])[CH3:31])(=O)C.OO. (6) Given the product [Cl:2][C:3]1[CH:8]=[C:7]([NH2:9])[CH:6]=[C:5]([O:12][CH3:11])[N:4]=1, predict the reactants needed to synthesize it. The reactants are: [Na].[Cl:2][C:3]1[CH:8]=[C:7]([NH2:9])[CH:6]=[C:5](Cl)[N:4]=1.[CH3:11][OH:12]. (7) Given the product [CH3:1][O:2][C:3]1[CH:10]=[CH:9][CH:8]=[CH:7][C:4]=1/[CH:5]=[CH:25]/[C@@H:26]1[CH2:35][CH2:34][C:33]2[CH:32]=[C:31]([C@H:36]3[CH2:45][CH2:44][C@@:38]4([NH:42][C:41](=[O:43])[O:40][CH2:39]4)[CH2:37]3)[CH:30]=[CH:29][C:28]=2[CH2:27]1, predict the reactants needed to synthesize it. The reactants are: [CH3:1][O:2][C:3]1[CH:10]=[CH:9][CH:8]=[CH:7][C:4]=1[CH:5]=O.C1(N2C(S([CH2:25][C@@H:26]3[CH2:35][CH2:34][C:33]4[CH:32]=[C:31]([C@H:36]5[CH2:45][CH2:44][C@@:38]6([NH:42][C:41](=[O:43])[O:40][CH2:39]6)[CH2:37]5)[CH:30]=[CH:29][C:28]=4[CH2:27]3)(=O)=O)=NN=N2)C=CC=CC=1.C[Si]([N-][Si](C)(C)C)(C)C.[K+].